This data is from Full USPTO retrosynthesis dataset with 1.9M reactions from patents (1976-2016). The task is: Predict the reactants needed to synthesize the given product. (1) Given the product [CH:6]([S:9]([N:12]1[C:16]2[CH:17]=[C:18]([C:25](=[O:41])[CH:26]([O:33][Si:34]([C:37]([CH3:39])([CH3:38])[CH3:40])([CH3:36])[CH3:35])[C:27]3[CH:32]=[CH:31][CH:30]=[CH:29][CH:28]=3)[CH:19]=[CH:20][C:15]=2[N:14]=[C:13]1[NH2:22])(=[O:11])=[O:10])([CH3:8])[CH3:7], predict the reactants needed to synthesize it. The reactants are: C([Mg]Cl)(C)C.[CH:6]([S:9]([N:12]1[C:16]2[CH:17]=[C:18](I)[CH:19]=[CH:20][C:15]=2[N:14]=[C:13]1[NH2:22])(=[O:11])=[O:10])([CH3:8])[CH3:7].CN(OC)[C:25](=[O:41])[CH:26]([O:33][Si:34]([C:37]([CH3:40])([CH3:39])[CH3:38])([CH3:36])[CH3:35])[C:27]1[CH:32]=[CH:31][CH:30]=[CH:29][CH:28]=1.[Cl-].[NH4+]. (2) Given the product [Cl:19][C:16]([F:18])([F:17])[O:15][C:12]1[CH:13]=[CH:14][C:9]([NH:8][C:6]([C:5]2[CH:20]=[C:21]([C:22]3[NH:26][N:25]=[CH:24][CH:23]=3)[C:2]([NH:27][CH2:28][CH2:29][CH:30]([OH:34])[C:31]([OH:33])=[O:32])=[N:3][CH:4]=2)=[O:7])=[CH:10][CH:11]=1, predict the reactants needed to synthesize it. The reactants are: Cl[C:2]1[C:21]([C:22]2[NH:26][N:25]=[CH:24][CH:23]=2)=[CH:20][C:5]([C:6]([NH:8][C:9]2[CH:14]=[CH:13][C:12]([O:15][C:16]([Cl:19])([F:18])[F:17])=[CH:11][CH:10]=2)=[O:7])=[CH:4][N:3]=1.[NH2:27][CH2:28][CH2:29][CH:30]([OH:34])[C:31]([OH:33])=[O:32].[O-]P([O-])([O-])=O.[K+].[K+].[K+].